This data is from Catalyst prediction with 721,799 reactions and 888 catalyst types from USPTO. The task is: Predict which catalyst facilitates the given reaction. (1) Reactant: [C:1]([NH:4][C:5]1[CH:42]=[CH:41][C:8]([CH2:9][N:10]2[CH2:15][CH2:14][N:13]([C:16](=[O:31])[C:17]3[CH:22]=[C:21]([C:23]([F:26])([F:25])[F:24])[CH:20]=[C:19]([C:27]([F:30])([F:29])[F:28])[CH:18]=3)[C@H:12]([CH2:32][C:33]3[CH:38]=[CH:37][C:36]([Cl:39])=[C:35]([Cl:40])[CH:34]=3)[CH2:11]2)=[CH:7][CH:6]=1)(=[O:3])[CH3:2].Cl. Product: [ClH:39].[C:1]([NH:4][C:5]1[CH:42]=[CH:41][C:8]([CH2:9][N:10]2[CH2:15][CH2:14][N:13]([C:16](=[O:31])[C:17]3[CH:22]=[C:21]([C:23]([F:24])([F:25])[F:26])[CH:20]=[C:19]([C:27]([F:28])([F:29])[F:30])[CH:18]=3)[C@H:12]([CH2:32][C:33]3[CH:38]=[CH:37][C:36]([Cl:39])=[C:35]([Cl:40])[CH:34]=3)[CH2:11]2)=[CH:7][CH:6]=1)(=[O:3])[CH3:2]. The catalyst class is: 13. (2) Reactant: C(Cl)(=O)C(Cl)=O.CS(C)=O.[Cl:11][C:12]1[S:16][C:15]([CH2:17][C:18]2([CH2:22][OH:23])[CH2:21][CH2:20][CH2:19]2)=[CH:14][CH:13]=1.CCN(CC)CC.C([O-])(O)=O.[Na+]. Product: [Cl:11][C:12]1[S:16][C:15]([CH2:17][C:18]2([CH:22]=[O:23])[CH2:21][CH2:20][CH2:19]2)=[CH:14][CH:13]=1. The catalyst class is: 2. (3) Reactant: [OH:1][CH2:2][C:3]1[C:8]([OH:9])=[C:7]([CH2:10][OH:11])[CH:6]=[C:5]([CH3:12])[CH:4]=1.[OH-].[Na+].S(OC)(O[CH3:19])(=O)=O. Product: [OH:1][CH2:2][C:3]1[CH:4]=[C:5]([CH3:12])[CH:6]=[C:7]([CH2:10][OH:11])[C:8]=1[O:9][CH3:19]. The catalyst class is: 6.